This data is from Full USPTO retrosynthesis dataset with 1.9M reactions from patents (1976-2016). The task is: Predict the reactants needed to synthesize the given product. (1) Given the product [CH:20]1([C:26]2[CH:27]=[CH:28][C:29]([C:30]([NH:12][C:9]3[CH:10]=[CH:11][C:5]4[O:4][C:3]([N:2]([CH3:1])[CH2:13][CH:14]5[CH2:18][CH2:17][N:16]([CH3:19])[CH2:15]5)=[N:7][C:6]=4[CH:8]=3)=[O:31])=[CH:33][CH:34]=2)[CH2:21][CH2:22][CH2:23][CH2:24][CH2:25]1, predict the reactants needed to synthesize it. The reactants are: [CH3:1][N:2]([CH2:13][CH:14]1[CH2:18][CH2:17][N:16]([CH3:19])[CH2:15]1)[C:3]1[O:4][C:5]2[CH:11]=[CH:10][C:9]([NH2:12])=[CH:8][C:6]=2[N:7]=1.[CH:20]1([C:26]2[CH:34]=[CH:33][C:29]([C:30](O)=[O:31])=[CH:28][CH:27]=2)[CH2:25][CH2:24][CH2:23][CH2:22][CH2:21]1.CN(C(ON1N=NC2C=CC=NC1=2)=[N+](C)C)C.F[P-](F)(F)(F)(F)F.CCCCCC. (2) The reactants are: Br[C:2]1[N:7]2[N:8]=[C:9]([NH2:11])[N:10]=[C:6]2[CH:5]=[CH:4][CH:3]=1.[CH2:12]([N:19]1[CH:23]=[C:22](B(O)O)[CH:21]=[N:20]1)[C:13]1[CH:18]=[CH:17][CH:16]=[CH:15][CH:14]=1.P([O-])([O-])([O-])=O.[K+].[K+].[K+].CC(N(C)C)=O. Given the product [CH2:12]([N:19]1[CH:23]=[C:22]([C:2]2[N:7]3[N:8]=[C:9]([NH2:11])[N:10]=[C:6]3[CH:5]=[CH:4][CH:3]=2)[CH:21]=[N:20]1)[C:13]1[CH:18]=[CH:17][CH:16]=[CH:15][CH:14]=1, predict the reactants needed to synthesize it. (3) The reactants are: [CH3:1][O:2][C:3]1[CH:9]=[CH:8][CH:7]=[C:5]([OH:6])[C:4]=1[OH:10].[C:11]1(=O)[CH2:15][CH2:14][CH2:13][CH2:12]1.C([O-])([O-])OC.O.C1(C)C=CC(S(O)(=O)=O)=CC=1.[OH-].[Na+]. Given the product [CH3:1][O:2][C:3]1[C:4]2[O:10][C:11]3([O:6][C:5]=2[CH:7]=[CH:8][CH:9]=1)[CH2:15][CH2:14][CH2:13][CH2:12]3, predict the reactants needed to synthesize it. (4) The reactants are: [C:1]([O:5][C:6](=[O:29])[NH:7][C:8]1(/[CH:16]=[CH:17]/[C:18]2[CH:23]=[CH:22][C:21]([OH:24])=[C:20]([C:25]([F:28])([F:27])[F:26])[CH:19]=2)[CH2:13][O:12][C:11]([CH3:15])([CH3:14])[O:10][CH2:9]1)([CH3:4])([CH3:3])[CH3:2].C(=O)([O-])[O-].[K+].[K+].[C:36]1([CH2:42][CH2:43][CH2:44]Br)[CH:41]=[CH:40][CH:39]=[CH:38][CH:37]=1.O. Given the product [C:1]([O:5][C:6](=[O:29])[NH:7][C:8]1(/[CH:16]=[CH:17]/[C:18]2[CH:23]=[CH:22][C:21]([O:24][CH2:44][CH2:43][CH2:42][C:36]3[CH:41]=[CH:40][CH:39]=[CH:38][CH:37]=3)=[C:20]([C:25]([F:28])([F:26])[F:27])[CH:19]=2)[CH2:13][O:12][C:11]([CH3:15])([CH3:14])[O:10][CH2:9]1)([CH3:2])([CH3:3])[CH3:4], predict the reactants needed to synthesize it. (5) Given the product [Cl:1][C:2]1[C:3]([N:27]([CH3:31])[CH2:28][CH2:29][CH3:30])=[CH:4][C:5]2[N:11]=[C:10]([C:12]3[CH:17]=[CH:16][CH:15]=[C:14]([N:18]4[C:22]([CH2:23][NH:38][CH3:37])=[CH:21][N:20]=[N:19]4)[CH:13]=3)[CH2:9][C:8](=[O:25])[NH:7][C:6]=2[CH:26]=1, predict the reactants needed to synthesize it. The reactants are: [Cl:1][C:2]1[C:3]([N:27]([CH3:31])[CH2:28][CH2:29][CH3:30])=[CH:4][C:5]2[N:11]=[C:10]([C:12]3[CH:17]=[CH:16][CH:15]=[C:14]([N:18]4[C:22]([CH2:23]O)=[CH:21][N:20]=[N:19]4)[CH:13]=3)[CH2:9][C:8](=[O:25])[NH:7][C:6]=2[CH:26]=1.S(Cl)(Cl)=O.[Cl-].[CH3:37][NH2:38]. (6) Given the product [C:46]([C:48]1[CH:56]=[CH:55][C:51]([C:52]([NH:1][CH2:2][CH:3]([CH3:24])[CH2:4][C:5]([NH:7][C:8]2[CH:9]=[C:10]3[C:15](=[CH:16][CH:17]=2)[N:14]([CH2:18][CH3:19])[C:13](=[O:20])[N:12]([CH2:21][CH3:22])[C:11]3=[O:23])=[O:6])=[O:53])=[CH:50][CH:49]=1)#[N:47], predict the reactants needed to synthesize it. The reactants are: [NH2:1][CH2:2][CH:3]([CH3:24])[CH2:4][C:5]([NH:7][C:8]1[CH:9]=[C:10]2[C:15](=[CH:16][CH:17]=1)[N:14]([CH2:18][CH3:19])[C:13](=[O:20])[N:12]([CH2:21][CH3:22])[C:11]2=[O:23])=[O:6].CCN=C=NCCCN(C)C.C1C=CC2N(O)N=NC=2C=1.[C:46]([C:48]1[CH:56]=[CH:55][C:51]([C:52](O)=[O:53])=[CH:50][CH:49]=1)#[N:47].